This data is from CYP3A4 inhibition data for predicting drug metabolism from PubChem BioAssay. The task is: Regression/Classification. Given a drug SMILES string, predict its absorption, distribution, metabolism, or excretion properties. Task type varies by dataset: regression for continuous measurements (e.g., permeability, clearance, half-life) or binary classification for categorical outcomes (e.g., BBB penetration, CYP inhibition). Dataset: cyp3a4_veith. (1) The compound is CCOC(=O)C(NC(C)=O)C(OC(C)=O)c1cccc(N(CCO)CCO)c1. The result is 0 (non-inhibitor). (2) The drug is N#CCCn1c(=O)c(CCc2ccccc2)nc2cnc(Oc3cccc(Cl)c3)nc21. The result is 1 (inhibitor).